From a dataset of Catalyst prediction with 721,799 reactions and 888 catalyst types from USPTO. Predict which catalyst facilitates the given reaction. (1) Reactant: [Br:1][C:2]1[CH:7]=[CH:6][C:5]([S:8](Cl)(=[O:10])=[O:9])=[CH:4][CH:3]=1.[CH:12]1([CH2:15][NH2:16])[CH2:14][CH2:13]1. Product: [Br:1][C:2]1[CH:7]=[CH:6][C:5]([S:8]([NH:16][CH2:15][CH:12]2[CH2:14][CH2:13]2)(=[O:10])=[O:9])=[CH:4][CH:3]=1. The catalyst class is: 4. (2) Reactant: [Cl:1][CH2:2][CH2:3][OH:4].S(=O)(=O)(O)O.[C:10]1([CH:16]([C:18]2[CH:23]=[CH:22][CH:21]=[CH:20][CH:19]=2)O)[CH:15]=[CH:14][CH:13]=[CH:12][CH:11]=1. Product: [Cl:1][CH2:2][CH2:3][O:4][CH:16]([C:10]1[CH:15]=[CH:14][CH:13]=[CH:12][CH:11]=1)[C:18]1[CH:23]=[CH:22][CH:21]=[CH:20][CH:19]=1. The catalyst class is: 11. (3) Product: [O:2]=[C:3]1[NH:8][CH:7]=[C:6]([C:9]2[CH:31]=[CH:30][C:12]([C:13]([N:15]3[CH2:19][CH2:18][CH2:17][CH:16]3[CH2:20][CH2:21][C:22]3[CH:23]=[C:24]([CH:27]=[CH:28][CH:29]=3)[C:25]#[N:26])=[O:14])=[CH:11][CH:10]=2)[CH:5]=[CH:4]1. The catalyst class is: 6. Reactant: C[O:2][C:3]1[N:8]=[CH:7][C:6]([C:9]2[CH:31]=[CH:30][C:12]([C:13]([N:15]3[CH2:19][CH2:18][CH2:17][CH:16]3[CH2:20][CH2:21][C:22]3[CH:23]=[C:24]([CH:27]=[CH:28][CH:29]=3)[C:25]#[N:26])=[O:14])=[CH:11][CH:10]=2)=[CH:5][CH:4]=1.Cl.N1C=CC=CC=1. (4) Reactant: [Cl:1][C:2]1[CH:7]=[CH:6][N:5]=[C:4]([NH:8]C(=O)OC(C)(C)C)[C:3]=1[I:16]. Product: [Cl:1][C:2]1[CH:7]=[CH:6][N:5]=[C:4]([NH2:8])[C:3]=1[I:16]. The catalyst class is: 201. (5) Product: [CH3:1][O:2][C:3]1[CH:8]=[CH:7][CH:6]=[CH:5][C:4]=1[N:9]1[C:17](=[O:18])[NH:16][C:15]2[C:10]1=[N:11][C:12]([NH:24][CH2:25][C@H:26]1[CH2:30][CH2:29][CH2:28][NH:27]1)=[N:13][C:14]=2[C:19]([NH2:38])=[O:21]. The catalyst class is: 4. Reactant: [CH3:1][O:2][C:3]1[CH:8]=[CH:7][CH:6]=[CH:5][C:4]=1[N:9]1[C:17](=[O:18])[NH:16][C:15]2[C:10]1=[N:11][C:12]([NH:24][CH2:25][C@H:26]1[CH2:30][CH2:29][CH2:28][NH:27]1)=[N:13][C:14]=2[C:19]([O:21]CC)=O.C(OC([N:38]1CCC[C@@H]1CNC1N=C2C(NC(=O)N2C2C=CC=CC=2OC)=C(C(OCC)=O)N=1)=O)(C)(C)C.FC(F)(F)C(O)=O.